From a dataset of Forward reaction prediction with 1.9M reactions from USPTO patents (1976-2016). Predict the product of the given reaction. (1) Given the reactants [Cl:1][C:2]1[CH:3]=[C:4]([N:17]([C:28]2[CH:33]=[CH:32][C:31]([F:34])=[CH:30][C:29]=2[CH3:35])[C:18]([O:20][CH:21]([O:23][C:24](=[O:27])[CH2:25][CH3:26])[CH3:22])=[O:19])[CH:5]=[CH:6][C:7]=1[C:8](=[O:16])[C:9]1[CH:14]=[CH:13][CH:12]=[CH:11][C:10]=1[CH3:15].ClC(OC(=O)N(C1C=CC(C(=O)C2C=CC=CC=2C)=C(Cl)C=1)C1C=CC(F)=CC=1C)C.[C:67]([O:70][CH:68](C)[C:67]([O-:70])=[O:69])(=[O:69])[CH3:68].C([N+](CCCC)(CCCC)CCCC)CCC, predict the reaction product. The product is: [Cl:1][C:2]1[CH:3]=[C:4]([N:17]([C:28]2[CH:33]=[CH:32][C:31]([F:34])=[CH:30][C:29]=2[CH3:35])[C:18]([O:20][CH:21]([O:23][C:24](=[O:27])[CH:25]([O:70][C:67](=[O:69])[CH3:68])[CH3:26])[CH3:22])=[O:19])[CH:5]=[CH:6][C:7]=1[C:8](=[O:16])[C:9]1[CH:14]=[CH:13][CH:12]=[CH:11][C:10]=1[CH3:15]. (2) Given the reactants [Cl:1][C:2]1[CH:10]=[C:9]([C:11]2[CH:16]=[CH:15][C:14](=[O:17])[N:13]([CH2:18][CH2:19][O:20][C:21]3[C:30]4[C:25](=[CH:26][C:27]([O:31][CH3:32])=[CH:28][CH:29]=4)[N:24]=[CH:23][CH:22]=3)[N:12]=2)[CH:8]=[CH:7][C:3]=1[C:4](O)=[O:5].CCN(C(C)C)C(C)C.CN(C(O[N:50]1N=[N:57][C:52]2C=CC=N[C:51]1=2)=[N+](C)C)C.F[P-](F)(F)(F)(F)F.C(N)CN, predict the reaction product. The product is: [NH2:50][CH2:51][CH2:52][NH:57][C:4](=[O:5])[C:3]1[CH:7]=[CH:8][C:9]([C:11]2[CH:16]=[CH:15][C:14](=[O:17])[N:13]([CH2:18][CH2:19][O:20][C:21]3[C:30]4[C:25](=[CH:26][C:27]([O:31][CH3:32])=[CH:28][CH:29]=4)[N:24]=[CH:23][CH:22]=3)[N:12]=2)=[CH:10][C:2]=1[Cl:1]. (3) Given the reactants [CH:1]1([C:4]([C:6]2[CH:11]=[CH:10][C:9]([CH:12]([CH3:16])[C:13](O)=[O:14])=[CH:8][CH:7]=2)=[O:5])[CH2:3][CH2:2]1.[N:17]1(C(N)=O)[CH2:21]CC[CH2:18]1, predict the reaction product. The product is: [CH3:18][N:17]([CH3:21])[C:13](=[O:14])[CH:12]([C:9]1[CH:10]=[CH:11][C:6]([C:4]([CH:1]2[CH2:3][CH2:2]2)=[O:5])=[CH:7][CH:8]=1)[CH3:16]. (4) Given the reactants Cl[C:2]1[CH:11]=[CH:10][C:9]2[C:4](=[CH:5][CH:6]=[C:7](Cl)[CH:8]=2)[N:3]=1.[CH3:13][C:14]1[O:18][C:17]([CH2:19][NH2:20])=[CH:16][CH:15]=1.[NH2:21][CH2:22][C:23]1[CH:28]=[CH:27][N:26]=[CH:25][CH:24]=1, predict the reaction product. The product is: [CH3:13][C:14]1[O:18][C:17]([CH2:19][NH:20][C:2]2[CH:11]=[CH:10][C:9]3[C:4](=[CH:5][CH:6]=[C:7]([NH:21][CH2:22][C:23]4[CH:28]=[CH:27][N:26]=[CH:25][CH:24]=4)[CH:8]=3)[N:3]=2)=[CH:16][CH:15]=1. (5) Given the reactants [H-].[Na+].[NH:3]1[CH:7]=[CH:6][C:5]([C:8]2[S:9][CH:10]=[CH:11][N:12]=2)=[N:4]1.[CH3:13][O:14][CH:15]([O:18][CH3:19])[CH2:16]Br, predict the reaction product. The product is: [CH3:13][O:14][CH:15]([O:18][CH3:19])[CH2:16][N:3]1[CH:7]=[CH:6][C:5]([C:8]2[S:9][CH:10]=[CH:11][N:12]=2)=[N:4]1. (6) The product is: [CH3:17][O:18][C:19]1[CH:20]=[CH:21][C:22]2[N:23]([C:2]([CH2:5][C:6]3[CH:16]=[CH:15][C:9]4[N:10]=[C:11]([S:13][CH3:14])[S:12][C:8]=4[CH:7]=3)=[CH:3][N:25]=2)[N:24]=1. Given the reactants Cl[CH:2]([CH2:5][C:6]1[CH:16]=[CH:15][C:9]2[N:10]=[C:11]([S:13][CH3:14])[S:12][C:8]=2[CH:7]=1)[CH:3]=O.[CH3:17][O:18][C:19]1[N:24]=[N:23][C:22]([NH2:25])=[CH:21][CH:20]=1.O, predict the reaction product. (7) The product is: [F:26][C:27]1[CH:34]=[CH:33][C:30]([CH2:31][NH:1][CH2:2][C:3]2[CH:4]=[C:5]([CH:15]=[C:16]([O:18][C:19]3[CH:24]=[CH:23][C:22]([F:25])=[CH:21][CH:20]=3)[CH:17]=2)[CH2:6][NH:7][C:8](=[O:14])[O:9][C:10]([CH3:13])([CH3:12])[CH3:11])=[CH:29][CH:28]=1. Given the reactants [NH2:1][CH2:2][C:3]1[CH:4]=[C:5]([CH:15]=[C:16]([O:18][C:19]2[CH:24]=[CH:23][C:22]([F:25])=[CH:21][CH:20]=2)[CH:17]=1)[CH2:6][NH:7][C:8](=[O:14])[O:9][C:10]([CH3:13])([CH3:12])[CH3:11].[F:26][C:27]1[CH:34]=[CH:33][C:30]([CH:31]=O)=[CH:29][CH:28]=1.[Na], predict the reaction product. (8) Given the reactants [C:1]([N:3]=[C:4]([N:13]1[CH2:18][CH2:17][N:16](C([O-])=O)[CH2:15][CH:14]1[CH:22]([CH3:24])[CH3:23])[NH:5][C:6]1[CH:11]=[CH:10][CH:9]=[CH:8][C:7]=1[CH3:12])#[N:2].[H][H], predict the reaction product. The product is: [C:1]([N:3]=[C:4]([N:13]1[CH2:18][CH2:17][NH:16][CH2:15][CH:14]1[CH:22]([CH3:24])[CH3:23])[NH:5][C:6]1[CH:11]=[CH:10][CH:9]=[CH:8][C:7]=1[CH3:12])#[N:2].